From a dataset of Forward reaction prediction with 1.9M reactions from USPTO patents (1976-2016). Predict the product of the given reaction. (1) The product is: [NH2:12][C:10]1[CH:9]=[CH:8][C:3]([C:4]([O:6][CH3:7])=[O:5])=[C:2]([Cl:1])[CH:11]=1. Given the reactants [Cl:1][C:2]1[CH:11]=[C:10]([N+:12]([O-])=O)[CH:9]=[CH:8][C:3]=1[C:4]([O:6][CH3:7])=[O:5].[Sn](Cl)Cl, predict the reaction product. (2) The product is: [OH:14][C:2]1[CH:3]=[CH:4][C:5]([N+:11]([O-:13])=[O:12])=[C:6]([CH:10]=1)[C:7]([OH:9])=[O:8]. Given the reactants Cl[C:2]1[CH:3]=[CH:4][C:5]([N+:11]([O-:13])=[O:12])=[C:6]([CH:10]=1)[C:7]([OH:9])=[O:8].[OH-:14].[Na+], predict the reaction product. (3) The product is: [CH3:1][C:2]1([N:8]2[CH2:16][C:15]3[C:10](=[CH:11][CH:12]=[C:13]([NH2:17])[CH:14]=3)[CH2:9]2)[CH2:3][CH2:4][O:5][CH2:6][CH2:7]1. Given the reactants [CH3:1][C:2]1([N:8]2[CH2:16][C:15]3[C:10](=[CH:11][CH:12]=[C:13]([N+:17]([O-])=O)[CH:14]=3)[CH2:9]2)[CH2:7][CH2:6][O:5][CH2:4][CH2:3]1, predict the reaction product. (4) The product is: [O:15]1[CH2:20][CH2:19][CH2:18][CH:17]([NH:21][C:12]([C:4]2[C:3]3[C:7](=[C:8]([CH3:11])[CH:9]=[CH:10][C:2]=3[F:1])[NH:6][CH:5]=2)=[O:14])[CH2:16]1. Given the reactants [F:1][C:2]1[CH:10]=[CH:9][C:8]([CH3:11])=[C:7]2[C:3]=1[C:4]([C:12]([OH:14])=O)=[CH:5][NH:6]2.[O:15]1[CH2:20][CH2:19][CH2:18][CH:17]([NH2:21])[CH2:16]1, predict the reaction product. (5) Given the reactants C([O:4][C@@H:5]1[CH2:9][C@H:8]([C:10]2[N:14]3[C:15]4[CH:21]=[CH:20][N:19](S(C5C=CC(C)=CC=5)(=O)=O)[C:16]=4[N:17]=[CH:18][C:13]3=[C:12](Br)[N:11]=2)[N:7]([C:33](=[O:35])[CH3:34])[CH2:6]1)(=O)C.[F:36][C:37]([F:50])([F:49])[CH2:38][O:39][C:40]1[CH:45]=[CH:44][C:43](B(O)O)=[CH:42][CH:41]=1.C([O-])([O-])=O.[Cs+].[Cs+], predict the reaction product. The product is: [OH:4][C@H:5]1[CH2:6][N:7]([C:33](=[O:35])[CH3:34])[C@@H:8]([C:10]2[N:14]3[C:15]4[CH:21]=[CH:20][NH:19][C:16]=4[N:17]=[CH:18][C:13]3=[C:12]([C:43]3[CH:42]=[CH:41][C:40]([O:39][CH2:38][C:37]([F:36])([F:49])[F:50])=[CH:45][CH:44]=3)[N:11]=2)[CH2:9]1. (6) Given the reactants [CH2:1]([O:3][C:4](=[O:13])[C:5]1[CH:10]=[CH:9][C:8](Cl)=[N:7][C:6]=1[Cl:12])[CH3:2].[C:14]([N:21]1[CH2:26][CH2:25][NH:24][CH2:23][CH2:22]1)([O:16][C:17]([CH3:20])([CH3:19])[CH3:18])=[O:15].CCN(CC)CC, predict the reaction product. The product is: [C:17]([O:16][C:14]([N:21]1[CH2:26][CH2:25][N:24]([C:8]2[CH:9]=[CH:10][C:5]([C:4]([O:3][CH2:1][CH3:2])=[O:13])=[C:6]([Cl:12])[N:7]=2)[CH2:23][CH2:22]1)=[O:15])([CH3:20])([CH3:18])[CH3:19].